The task is: Predict the product of the given reaction.. This data is from Forward reaction prediction with 1.9M reactions from USPTO patents (1976-2016). Given the reactants [CH3:1][C:2]1[O:3][C:4]2[C:9]([C:10](=[O:12])[CH:11]=1)=[CH:8][CH:7]=[CH:6][C:5]=2[CH:13]=[C:14]([C:18](=[O:20])[CH3:19])[C:15](=O)[CH3:16].[CH:21]([O:24][C:25]1[N:30]=[C:29]([NH2:31])[N:28]=[C:27]([NH2:32])[CH:26]=1)([CH3:23])[CH3:22], predict the reaction product. The product is: [C:18]([C:14]1[CH:13]([C:5]2[CH:6]=[CH:7][CH:8]=[C:9]3[C:4]=2[O:3][C:2]([CH3:1])=[CH:11][C:10]3=[O:12])[C:26]2[C:25]([O:24][CH:21]([CH3:22])[CH3:23])=[N:30][C:29]([NH2:31])=[N:28][C:27]=2[NH:32][C:15]=1[CH3:16])(=[O:20])[CH3:19].